This data is from NCI-60 drug combinations with 297,098 pairs across 59 cell lines. The task is: Regression. Given two drug SMILES strings and cell line genomic features, predict the synergy score measuring deviation from expected non-interaction effect. Drug 1: CC1=C2C(C(=O)C3(C(CC4C(C3C(C(C2(C)C)(CC1OC(=O)C(C(C5=CC=CC=C5)NC(=O)OC(C)(C)C)O)O)OC(=O)C6=CC=CC=C6)(CO4)OC(=O)C)O)C)O. Drug 2: CS(=O)(=O)CCNCC1=CC=C(O1)C2=CC3=C(C=C2)N=CN=C3NC4=CC(=C(C=C4)OCC5=CC(=CC=C5)F)Cl. Cell line: NCI-H322M. Synergy scores: CSS=39.1, Synergy_ZIP=2.88, Synergy_Bliss=4.22, Synergy_Loewe=8.25, Synergy_HSA=5.89.